From a dataset of Catalyst prediction with 721,799 reactions and 888 catalyst types from USPTO. Predict which catalyst facilitates the given reaction. (1) Reactant: [CH2:1]([O:8][C@@H:9]1[C@H:14]2[NH:15][C:16](=O)[O:17][C@H:13]2[CH2:12][C@H:11]([CH2:19][O:20][CH2:21][C:22]2[CH:27]=[CH:26][CH:25]=[CH:24][CH:23]=2)[C@H:10]1[OH:28])[C:2]1[CH:7]=[CH:6][CH:5]=[CH:4][CH:3]=1.O(C)S(C(F)(F)F)(=O)=O.[CH2:38]([NH2:41])[CH2:39][CH3:40]. Product: [CH2:1]([O:8][C@@H:9]1[C@H:14]2[N:15]=[C:16]([NH:41][CH2:38][CH2:39][CH3:40])[O:17][C@H:13]2[CH2:12][C@H:11]([CH2:19][O:20][CH2:21][C:22]2[CH:23]=[CH:24][CH:25]=[CH:26][CH:27]=2)[C@H:10]1[OH:28])[C:2]1[CH:3]=[CH:4][CH:5]=[CH:6][CH:7]=1. The catalyst class is: 2. (2) Reactant: [Cl:1][C:2]1[N:10]=[C:9]([NH2:11])[N:8]=[C:7]2[C:3]=1[N:4]=[CH:5][N:6]2[CH2:12][C:13]1[CH:14]=[N:15][C:16]([CH3:22])=[C:17]([OH:21])[C:18]=1[CH2:19][OH:20].[CH2:23](I)[CH3:24].C([O-])([O-])=O.[K+].[K+].CN(C=O)C. Product: [Cl:1][C:2]1[N:10]=[C:9]([NH2:11])[N:8]=[C:7]2[C:3]=1[N:4]=[CH:5][N:6]2[CH2:12][C:13]1[CH:14]=[N:15][C:16]([CH3:22])=[C:17]([O:21][CH2:23][CH3:24])[C:18]=1[CH2:19][OH:20]. The catalyst class is: 25.